Dataset: Full USPTO retrosynthesis dataset with 1.9M reactions from patents (1976-2016). Task: Predict the reactants needed to synthesize the given product. (1) The reactants are: [CH3:1][O:2][C:3]([N:5]1[C@@H:13]2[C@@H:8]([CH2:9][CH2:10][CH2:11][CH2:12]2)[CH2:7][C@H:6]1[C:14]([O:16][CH3:17])=[O:15])=[O:4].C[Si](C)(C)N[Si](C)(C)C.[K].[C:28]1([S:34][S:34][C:28]2[CH:33]=[CH:32][CH:31]=[CH:30][CH:29]=2)[CH:33]=[CH:32][CH:31]=[CH:30][CH:29]=1. Given the product [CH3:1][O:2][C:3]([N:5]1[C@@H:13]2[C@@H:8]([CH2:9][CH2:10][CH2:11][CH2:12]2)[CH2:7][C:6]1([S:34][C:28]1[CH:33]=[CH:32][CH:31]=[CH:30][CH:29]=1)[C:14]([O:16][CH3:17])=[O:15])=[O:4], predict the reactants needed to synthesize it. (2) Given the product [CH2:12]([O:19][C:20]1[CH:44]=[CH:43][C:42]([O:45][CH2:46][CH2:47][N:9]([CH2:10][CH3:11])[CH2:7][CH3:8])=[CH:41][C:21]=1[C:22]([NH:24][C:25]1[CH:34]=[C:33]([C:35]2[CH:40]=[CH:39][CH:38]=[CH:37][CH:36]=2)[CH:32]=[CH:31][C:26]=1[C:27]([O:29][CH3:30])=[O:28])=[O:23])[C:13]1[CH:18]=[CH:17][CH:16]=[CH:15][CH:14]=1, predict the reactants needed to synthesize it. The reactants are: C(=O)([O-])[O-].[K+].[K+].[CH2:7]([NH:9][CH2:10][CH3:11])[CH3:8].[CH2:12]([O:19][C:20]1[CH:44]=[CH:43][C:42]([O:45][CH2:46][CH2:47]Br)=[CH:41][C:21]=1[C:22]([NH:24][C:25]1[CH:34]=[C:33]([C:35]2[CH:40]=[CH:39][CH:38]=[CH:37][CH:36]=2)[CH:32]=[CH:31][C:26]=1[C:27]([O:29][CH3:30])=[O:28])=[O:23])[C:13]1[CH:18]=[CH:17][CH:16]=[CH:15][CH:14]=1.C(=O)(O)[O-].[Na+]. (3) Given the product [Cl:1][C:2]1[CH:7]=[CH:6][CH:5]=[CH:4][C:3]=1[S:8]([C@H:11]1[CH2:15][N:14]([C:40]([C:37]2([N:34]3[CH2:35][CH2:36][N:31]([C:29]([O:28][C:24]([CH3:27])([CH3:26])[CH3:25])=[O:30])[CH2:32][CH2:33]3)[CH2:39][CH2:38]2)=[O:41])[C@H:13]([C:16](=[O:17])[NH:18][C:19]2([C:22]#[N:23])[CH2:21][CH2:20]2)[CH2:12]1)(=[O:10])=[O:9], predict the reactants needed to synthesize it. The reactants are: [Cl:1][C:2]1[CH:7]=[CH:6][CH:5]=[CH:4][C:3]=1[S:8]([C@H:11]1[CH2:15][NH:14][C@H:13]([C:16]([NH:18][C:19]2([C:22]#[N:23])[CH2:21][CH2:20]2)=[O:17])[CH2:12]1)(=[O:10])=[O:9].[C:24]([O:28][C:29]([N:31]1[CH2:36][CH2:35][N:34]([C:37]2([C:40](O)=[O:41])[CH2:39][CH2:38]2)[CH2:33][CH2:32]1)=[O:30])([CH3:27])([CH3:26])[CH3:25]. (4) The reactants are: [Cl:1][C:2]1[N:7]=[C:6]([NH:8][C:9]2[CH:18]=[CH:17][C:16]3[C:15]4[C:19]5[NH:26][CH2:25][C@@H:24]([CH3:27])[NH:23][C:22](=[O:28])[C:20]=5[S:21][C:14]=4[CH:13]=[CH:12][C:11]=3[N:10]=2)[C:5]([C:29]([NH:31]CC2C=CC(OC)=CC=2)=[O:30])=[CH:4][N:3]=1.FC(F)(F)C(O)=O.FC(F)(F)S(O)(=O)=O. Given the product [Cl:1][C:2]1[N:7]=[C:6]([NH:8][C:9]2[CH:18]=[CH:17][C:16]3[C:15]4[C:19]5[NH:26][CH2:25][C@@H:24]([CH3:27])[NH:23][C:22](=[O:28])[C:20]=5[S:21][C:14]=4[CH:13]=[CH:12][C:11]=3[N:10]=2)[C:5]([C:29]([NH2:31])=[O:30])=[CH:4][N:3]=1, predict the reactants needed to synthesize it. (5) Given the product [C:23]([C:22]1[CH:25]=[CH:26][C:19]([CH2:18][N:6]([CH:1]2[CH2:5][CH2:4][CH2:3][CH2:2]2)[S:7]([C:10]2[CH:11]=[CH:12][C:13]([CH3:16])=[CH:14][CH:15]=2)(=[O:9])=[O:8])=[C:20]([F:27])[CH:21]=1)#[N:24], predict the reactants needed to synthesize it. The reactants are: [CH:1]1([NH:6][S:7]([C:10]2[CH:15]=[CH:14][C:13]([CH3:16])=[CH:12][CH:11]=2)(=[O:9])=[O:8])[CH2:5][CH2:4][CH2:3][CH2:2]1.Br[CH2:18][C:19]1[CH:26]=[CH:25][C:22]([C:23]#[N:24])=[CH:21][C:20]=1[F:27]. (6) Given the product [CH3:37][C:22]1[CH:21]=[C:20]([C:17]2[S:16][C:15]([C:2]3([OH:1])[CH2:3][CH2:4][NH:5][CH2:6][CH2:7]3)=[N:19][CH:18]=2)[CH:25]=[C:24]([NH:26][C:27]2[N:32]=[C:31]([C:33]([F:35])([F:36])[F:34])[CH:30]=[CH:29][N:28]=2)[CH:23]=1, predict the reactants needed to synthesize it. The reactants are: [OH:1][C:2]1([C:15]2[S:16][C:17]([C:20]3[CH:25]=[C:24]([NH:26][C:27]4[N:32]=[C:31]([C:33]([F:36])([F:35])[F:34])[CH:30]=[CH:29][N:28]=4)[CH:23]=[C:22]([CH3:37])[CH:21]=3)=[CH:18][N:19]=2)[CH2:7][CH2:6][N:5](C(OCCCC)=O)[CH2:4][CH2:3]1.C(O)(C(F)(F)F)=O.C([O-])(O)=O.[Na+].